This data is from Catalyst prediction with 721,799 reactions and 888 catalyst types from USPTO. The task is: Predict which catalyst facilitates the given reaction. (1) Reactant: [CH3:1][O:2][CH2:3][O:4][CH2:5][C:6]1[C:14]2[S:13](=[O:16])(=[O:15])[N:12]=[C:11]([CH2:17][C:18]([OH:20])=O)[NH:10][C:9]=2[S:8][CH:7]=1.C([O:23][C:24]([C@H:26]1[C@@H:31]([NH:32][CH2:33][C:34]2[CH:39]=[CH:38][C:37]([F:40])=[CH:36][CH:35]=2)[C@H:30]2[CH2:41][C@@H:27]1[CH2:28][CH2:29]2)=O)C.Cl.CN(C)CCCN=C=NCC.C(N(CC)CC)C. Product: [F:40][C:37]1[CH:36]=[CH:35][C:34]([CH2:33][N:32]2[C:18](=[O:20])[C:17]([C:11]3[NH:10][C:9]4[S:8][CH:7]=[C:6]([CH2:5][O:4][CH2:3][O:2][CH3:1])[C:14]=4[S:13](=[O:15])(=[O:16])[N:12]=3)=[C:24]([OH:23])[C@H:26]3[C@@H:31]2[C@H:30]2[CH2:41][C@@H:27]3[CH2:28][CH2:29]2)=[CH:39][CH:38]=1. The catalyst class is: 9. (2) Reactant: [C:1]1([S:7]([CH2:10][C:11]2[C:16]([C:17]([O:19][CH2:20][CH3:21])=[O:18])=[C:15]([O:22][CH3:23])[C:14](Br)=[CH:13][CH:12]=2)(=[O:9])=[O:8])[CH:6]=[CH:5][CH:4]=[CH:3][CH:2]=1.[CH2:25](Cl)Cl.C(=O)([O-])[O-].[Cs+].[Cs+]. Product: [C:1]1([S:7]([CH2:10][C:11]2[C:16]([C:17]([O:19][CH2:20][CH3:21])=[O:18])=[C:15]([O:22][CH3:23])[C:14]([CH3:25])=[CH:13][CH:12]=2)(=[O:9])=[O:8])[CH:6]=[CH:5][CH:4]=[CH:3][CH:2]=1. The catalyst class is: 20.